This data is from Reaction yield outcomes from USPTO patents with 853,638 reactions. The task is: Predict the reaction yield, written as a fraction of the theoretical maximum amount of product (1.0 means a 100% yield; for example, 0.34 means a 34% yield). The reactants are [CH3:1][C:2]1[CH:7]=[C:6]([OH:8])[N:5]2[N:9]=[C:10]([S:12][CH3:13])[CH:11]=[C:4]2[N:3]=1.C(=O)([O-])[O-].[K+].[K+].[Cl:20][C:21]1[CH:26]=[CH:25][C:24]([CH2:27]Cl)=[CH:23][N:22]=1.O. The catalyst is CN(C)C=O. The product is [Cl:20][C:21]1[N:22]=[CH:23][C:24]([CH2:27][N:3]2[C:2]([CH3:1])=[CH:7][C:6](=[O:8])[N:5]3[N:9]=[C:10]([S:12][CH3:13])[CH:11]=[C:4]23)=[CH:25][CH:26]=1. The yield is 0.200.